The task is: Binary Classification. Given a T-cell receptor sequence (or CDR3 region) and an epitope sequence, predict whether binding occurs between them.. This data is from TCR-epitope binding with 47,182 pairs between 192 epitopes and 23,139 TCRs. (1) The TCR CDR3 sequence is CASSIPAAGGRFEQFF. The epitope is EPLPQGQLTAY. Result: 1 (the TCR binds to the epitope). (2) The epitope is LEPLVDLPI. The TCR CDR3 sequence is CASSPGQNYEQYF. Result: 1 (the TCR binds to the epitope). (3) The epitope is QYDPVAALF. The TCR CDR3 sequence is CASSFTWGLNTEAFF. Result: 0 (the TCR does not bind to the epitope). (4) The epitope is ILKEPVHGV. The TCR CDR3 sequence is CASSYSSYGGHNEQFF. Result: 0 (the TCR does not bind to the epitope).